The task is: Predict which catalyst facilitates the given reaction.. This data is from Catalyst prediction with 721,799 reactions and 888 catalyst types from USPTO. Reactant: [N:1]([CH:4]([C:6]1[N:7]([C:17]2[CH:22]=[CH:21][CH:20]=[C:19]([F:23])[CH:18]=2)[C:8](=[O:16])[C:9]2[N:10]([CH:12]=[CH:13][C:14]=2[Cl:15])[CH:11]=1)[CH3:5])=[N+]=[N-].C1C=CC(P(C2C=CC=CC=2)C2C=CC=CC=2)=CC=1.N.O. Product: [NH2:1][CH:4]([C:6]1[N:7]([C:17]2[CH:22]=[CH:21][CH:20]=[C:19]([F:23])[CH:18]=2)[C:8](=[O:16])[C:9]2[N:10]([CH:12]=[CH:13][C:14]=2[Cl:15])[CH:11]=1)[CH3:5]. The catalyst class is: 1.